From a dataset of Full USPTO retrosynthesis dataset with 1.9M reactions from patents (1976-2016). Predict the reactants needed to synthesize the given product. (1) Given the product [NH2:33][C:32]1[CH:31]=[C:30]([C:2]2[CH:11]=[CH:10][C:9]3[N:8]=[CH:7][C:6]4[N:12]([CH3:25])[C:13](=[O:24])[N:14]([C:15]5[C:16]([CH3:23])=[N:17][N:18]([CH:20]([CH3:22])[CH3:21])[CH:19]=5)[C:5]=4[C:4]=3[CH:3]=2)[CH:29]=[N:28][C:27]=1[F:26], predict the reactants needed to synthesize it. The reactants are: Br[C:2]1[CH:11]=[CH:10][C:9]2[N:8]=[CH:7][C:6]3[N:12]([CH3:25])[C:13](=[O:24])[N:14]([C:15]4[C:16]([CH3:23])=[N:17][N:18]([CH:20]([CH3:22])[CH3:21])[CH:19]=4)[C:5]=3[C:4]=2[CH:3]=1.[F:26][C:27]1[C:32]([NH2:33])=[CH:31][C:30](B2OC(C)(C)C(C)(C)O2)=[CH:29][N:28]=1. (2) Given the product [CH2:1]([O:8][C:9]([N:11]1[CH2:16][CH2:15][N:14]([CH2:26][C:25]2[CH:28]=[CH:29][C:22]([O:21][CH3:20])=[CH:23][CH:24]=2)[C:13](=[O:17])[CH2:12]1)=[O:10])[C:2]1[CH:3]=[CH:4][CH:5]=[CH:6][CH:7]=1, predict the reactants needed to synthesize it. The reactants are: [CH2:1]([O:8][C:9]([N:11]1[CH2:16][CH2:15][NH:14][C:13](=[O:17])[CH2:12]1)=[O:10])[C:2]1[CH:7]=[CH:6][CH:5]=[CH:4][CH:3]=1.[H-].[Na+].[CH3:20][O:21][C:22]1[CH:29]=[CH:28][C:25]([CH2:26]Cl)=[CH:24][CH:23]=1. (3) Given the product [CH2:1]([N:8]1[C:16]2[C:11](=[CH:12][C:13]([C:17]3[CH:22]=[CH:21][C:20]([O:23][C:24]([F:27])([F:25])[F:26])=[CH:19][CH:18]=3)=[CH:14][CH:15]=2)[CH:10]=[C:9]1[CH2:28][OH:29])[C:2]1[CH:3]=[CH:4][CH:5]=[CH:6][CH:7]=1, predict the reactants needed to synthesize it. The reactants are: [CH2:1]([N:8]1[C:16]2[C:11](=[CH:12][C:13]([C:17]3[CH:22]=[CH:21][C:20]([O:23][C:24]([F:27])([F:26])[F:25])=[CH:19][CH:18]=3)=[CH:14][CH:15]=2)[CH:10]=[C:9]1[C:28](OCC)=[O:29])[C:2]1[CH:7]=[CH:6][CH:5]=[CH:4][CH:3]=1.[Al].[Li]. (4) The reactants are: [CH3:1][N:2]1[C:6]([CH3:7])=[C:5]([S:8](=[O:16])(=[O:15])[NH:9][C:10]2([CH3:14])[CH2:13][O:12][CH2:11]2)[CH:4]=[C:3]1[C:17]([O:19]CC)=[O:18].[OH-].[Li+].Cl. Given the product [CH3:1][N:2]1[C:6]([CH3:7])=[C:5]([S:8](=[O:16])(=[O:15])[NH:9][C:10]2([CH3:14])[CH2:11][O:12][CH2:13]2)[CH:4]=[C:3]1[C:17]([OH:19])=[O:18], predict the reactants needed to synthesize it. (5) Given the product [NH2:1][C:2]1[N:7]=[N:6][C:5]([C:8]2[C:9]([F:19])=[C:10]([C:11]([CH:14]3[CH2:15][CH2:16][CH2:17]3)=[CH:12][CH:13]=2)[O:18][C:21]2[N:22]=[CH:23][N:24]=[C:25]([OH:27])[CH:26]=2)=[CH:4][CH:3]=1, predict the reactants needed to synthesize it. The reactants are: [NH2:1][C:2]1[N:7]=[N:6][C:5]([C:8]2[C:9]([F:19])=[C:10]([OH:18])[C:11]([CH:14]3[CH2:17][CH2:16][CH2:15]3)=[CH:12][CH:13]=2)=[CH:4][CH:3]=1.Cl[C:21]1[CH:26]=[C:25]([O:27]C)[N:24]=[CH:23][N:22]=1. (6) Given the product [NH2:5][C@H:6]1[CH2:10][C@@H:9]([C:11]2[CH:16]=[CH:15][CH:14]=[CH:13][CH:12]=2)[N:8]([CH2:17][CH:18]([CH3:19])[CH3:20])[C:7]1=[O:21], predict the reactants needed to synthesize it. The reactants are: FC(F)(F)C([NH:5][C@H:6]1[CH2:10][C@@H:9]([C:11]2[CH:16]=[CH:15][CH:14]=[CH:13][CH:12]=2)[N:8]([CH2:17][CH:18]([CH3:20])[CH3:19])[C:7]1=[O:21])=O.C(=O)([O-])[O-].[K+].[K+]. (7) Given the product [OH:28][C@H:29]([CH2:30][NH:14][C:15]1[CH:16]=[CH:17][C:18]([N:21]2[CH2:26][CH2:25][O:24][CH2:23][C:22]2=[O:27])=[CH:19][CH:20]=1)[CH2:31][N:32]1[C:33](=[O:42])[C:34]2[C:39](=[CH:38][CH:37]=[CH:36][CH:35]=2)[C:40]1=[O:41], predict the reactants needed to synthesize it. The reactants are: O1C[C@@H]1CN1CC2C(=CC=CC=2)C1.[NH2:14][C:15]1[CH:20]=[CH:19][C:18]([N:21]2[CH2:26][CH2:25][O:24][CH2:23][C:22]2=[O:27])=[CH:17][CH:16]=1.[O:28]1[CH2:30][C@@H:29]1[CH2:31][N:32]1[C:40](=[O:41])[C:39]2[C:34](=[CH:35][CH:36]=[CH:37][CH:38]=2)[C:33]1=[O:42]. (8) Given the product [Cl:1][C:2]1[CH:10]=[C:9]2[C:5]([C:6]([C:11]([O:13][CH3:14])=[O:12])=[CH:7][NH:8]2)=[CH:4][C:3]=1[C:24]1[CH:40]=[CH:39][C:27]([O:28][CH2:29][CH2:30][CH2:31][N:32]2[CH2:33][CH2:34][N:35]([CH3:38])[CH2:36][CH2:37]2)=[CH:26][CH:25]=1, predict the reactants needed to synthesize it. The reactants are: [Cl:1][C:2]1[CH:10]=[C:9]2[C:5]([C:6]([C:11]([O:13][CH3:14])=[O:12])=[CH:7][NH:8]2)=[CH:4][C:3]=1B1OCC(C)(C)CO1.Br[C:24]1[CH:40]=[CH:39][C:27]([O:28][CH2:29][CH2:30][CH2:31][N:32]2[CH2:37][CH2:36][N:35]([CH3:38])[CH2:34][CH2:33]2)=[CH:26][CH:25]=1.C(=O)([O-])[O-].[K+].[K+].C(OCC)(=O)C. (9) The reactants are: C(OC(=O)[NH:7][CH2:8][CH2:9][N:10]1[C:19]2[C:14](=[C:15]([C:20]3[CH:21]=[C:22]4[C:27](=[CH:28][CH:29]=3)[N:26]([CH3:30])[C:25](=[O:31])[CH2:24][CH2:23]4)[CH:16]=[N:17][CH:18]=2)[CH2:13][CH2:12][CH2:11]1)(C)(C)C.[ClH:33].O1CCOCC1. Given the product [ClH:33].[NH2:7][CH2:8][CH2:9][N:10]1[C:19]2[C:14](=[C:15]([C:20]3[CH:21]=[C:22]4[C:27](=[CH:28][CH:29]=3)[N:26]([CH3:30])[C:25](=[O:31])[CH2:24][CH2:23]4)[CH:16]=[N:17][CH:18]=2)[CH2:13][CH2:12][CH2:11]1, predict the reactants needed to synthesize it.